From a dataset of Reaction yield outcomes from USPTO patents with 853,638 reactions. Predict the reaction yield, written as a fraction of the theoretical maximum amount of product (1.0 means a 100% yield; for example, 0.34 means a 34% yield). (1) The reactants are [Cl:1][C:2]1[N:7]=[CH:6][C:5]([N:8]2[CH2:13][CH2:12][NH:11][CH2:10][CH2:9]2)=[CH:4][CH:3]=1.[CH3:14][C:15]1([O:18][CH2:17]1)[CH3:16]. The catalyst is CO. The product is [Cl:1][C:2]1[N:7]=[CH:6][C:5]([N:8]2[CH2:9][CH2:10][N:11]([CH2:14][C:15]([CH3:17])([OH:18])[CH3:16])[CH2:12][CH2:13]2)=[CH:4][CH:3]=1. The yield is 0.550. (2) The reactants are [CH2:1]([NH:8][C:9]([C:11]1[S:15][C:14]([NH:16][C:17]([C:19]2[CH:24]=[CH:23][NH:22][C:21](=[O:25])[CH:20]=2)=[O:18])=[N:13][C:12]=1[CH3:26])=[O:10])[C:2]1[CH:7]=[CH:6][CH:5]=[CH:4][CH:3]=1.C(=O)([O-])[O-].[K+].[K+].O[C:34]1[CH:35]=[CH:36][CH:37]=[C:38]2[C:43]=1N=CC=C2.IC1C=CC=CC=1. The catalyst is CS(C)=O.[Cu]I. The product is [CH2:1]([NH:8][C:9]([C:11]1[S:15][C:14]([NH:16][C:17]([C:19]2[CH:24]=[CH:23][N:22]([C:34]3[CH:35]=[CH:36][CH:37]=[CH:38][CH:43]=3)[C:21](=[O:25])[CH:20]=2)=[O:18])=[N:13][C:12]=1[CH3:26])=[O:10])[C:2]1[CH:7]=[CH:6][CH:5]=[CH:4][CH:3]=1. The yield is 0.200. (3) The reactants are Br[C:2]1[CH:7]=[CH:6][CH:5]=[CH:4][N:3]=1.[CH2:8]([OH:12])[CH2:9][C:10]#[CH:11]. The catalyst is C(N(CC)CC)C.[Cu+2].[I-].[I-].Cl[Pd](Cl)([P](C1C=CC=CC=1)(C1C=CC=CC=1)C1C=CC=CC=1)[P](C1C=CC=CC=1)(C1C=CC=CC=1)C1C=CC=CC=1. The product is [N:3]1[CH:4]=[CH:5][CH:6]=[CH:7][C:2]=1[C:11]#[C:10][CH2:9][CH2:8][OH:12]. The yield is 0.740. (4) The reactants are [CH3:1][N:2]1[C:15]2[C:10](=[CH:11][CH:12]=[CH:13][CH:14]=2)[C:4]2([CH2:9][CH2:8][O:7][CH2:6][CH2:5]2)[C:3]1=[O:16].[N+:17]([O-])([OH:19])=[O:18]. The catalyst is C(O)(=O)C. The product is [CH3:1][N:2]1[C:15]2[C:10](=[CH:11][C:12]([N+:17]([O-:19])=[O:18])=[CH:13][CH:14]=2)[C:4]2([CH2:9][CH2:8][O:7][CH2:6][CH2:5]2)[C:3]1=[O:16]. The yield is 0.980. (5) The reactants are O.[ClH:2].[OH:3][C:4]([C:34]1[CH:39]=[CH:38][CH:37]=[CH:36][CH:35]=1)([C:28]1[CH:33]=[CH:32][CH:31]=[CH:30][CH:29]=1)[CH:5]1[CH2:10][CH2:9][N:8]([CH2:11][CH2:12][CH2:13][CH:14]([C:16]2[CH:21]=[CH:20][C:19]([C:22]([CH3:27])([CH3:26])[C:23]([OH:25])=[O:24])=[CH:18][CH:17]=2)[OH:15])[CH2:7][CH2:6]1.O. The catalyst is CC(C)=O. The product is [ClH:2].[OH:3][C:4]([C:34]1[CH:35]=[CH:36][CH:37]=[CH:38][CH:39]=1)([C:28]1[CH:29]=[CH:30][CH:31]=[CH:32][CH:33]=1)[CH:5]1[CH2:10][CH2:9][N:8]([CH2:11][CH2:12][CH2:13][CH:14]([C:16]2[CH:21]=[CH:20][C:19]([C:22]([CH3:27])([CH3:26])[C:23]([OH:25])=[O:24])=[CH:18][CH:17]=2)[OH:15])[CH2:7][CH2:6]1. The yield is 0.970. (6) The reactants are Br[C:2]1[CH:3]=[C:4]2[C:9](=[CH:10][CH:11]=1)[N:8]=[C:7]([Cl:12])[N:6]=[CH:5]2.[CH3:13][O:14][C:15]1[CH:16]=[C:17](B(O)O)[CH:18]=[C:19]([O:21][CH3:22])[CH:20]=1.C([O-])([O-])=O.[Cs+].[Cs+]. The catalyst is C1COCC1.O1CCOCC1.O.Cl[Pd](Cl)([P](C1C=CC=CC=1)(C1C=CC=CC=1)C1C=CC=CC=1)[P](C1C=CC=CC=1)(C1C=CC=CC=1)C1C=CC=CC=1. The product is [Cl:12][C:7]1[N:6]=[CH:5][C:4]2[C:9](=[CH:10][CH:11]=[C:2]([C:17]3[CH:16]=[C:15]([O:14][CH3:13])[CH:20]=[C:19]([O:21][CH3:22])[CH:18]=3)[CH:3]=2)[N:8]=1. The yield is 0.380.